From a dataset of Catalyst prediction with 721,799 reactions and 888 catalyst types from USPTO. Predict which catalyst facilitates the given reaction. (1) Reactant: COC1C=C(OC)C=CC=1C[N:6]([C:33]1[CH:38]=[CH:37][N:36]=[CH:35][N:34]=1)[S:7]([C:10]1[CH:15]=[C:14]([CH3:16])[C:13]([O:17][C@@H:18]2[CH2:23][CH2:22][CH2:21][CH2:20][C@H:19]2[C:24]2[CH:25]=[N:26][N:27](COC)[CH:28]=2)=[CH:12][C:11]=1[F:32])(=[O:9])=[O:8].C([SiH](CC)CC)C.FC(F)(F)C(O)=O.Cl. Product: [F:32][C:11]1[CH:12]=[C:13]([O:17][C@@H:18]2[CH2:23][CH2:22][CH2:21][CH2:20][C@H:19]2[C:24]2[CH:25]=[N:26][NH:27][CH:28]=2)[C:14]([CH3:16])=[CH:15][C:10]=1[S:7]([NH:6][C:33]1[CH:38]=[CH:37][N:36]=[CH:35][N:34]=1)(=[O:8])=[O:9]. The catalyst class is: 138. (2) Reactant: [CH3:1][S:2](Cl)(=[O:4])=[O:3].[N:6]1[CH:11]=[CH:10][C:9]([C:12]2[N:16]=[C:15]([CH2:17][OH:18])[O:14][N:13]=2)=[CH:8][CH:7]=1.C(N(CC)CC)C.O. Product: [N:6]1[CH:7]=[CH:8][C:9]([C:12]2[N:16]=[C:15]([CH2:17][O:18][S:2]([CH3:1])(=[O:4])=[O:3])[O:14][N:13]=2)=[CH:10][CH:11]=1. The catalyst class is: 2.